Dataset: Reaction yield outcomes from USPTO patents with 853,638 reactions. Task: Predict the reaction yield, written as a fraction of the theoretical maximum amount of product (1.0 means a 100% yield; for example, 0.34 means a 34% yield). The reactants are Cl[CH2:2][CH2:3][CH2:4][CH2:5][O:6][C:7]1[CH:16]=[C:15]2[C:10]([CH2:11][CH2:12][C:13](=[O:17])[NH:14]2)=[CH:9][CH:8]=1.[I-].[Na+].C([O-])([O-])=O.[K+].[K+].Cl.[Cl:27][C:28]1[C:33]([Cl:34])=[CH:32][CH:31]=[CH:30][C:29]=1[N:35]1[CH2:40][CH2:39][NH:38][CH2:37][CH2:36]1. The catalyst is C(#N)C.[Br-].C([N+](CCCC)(CCCC)CCCC)CCC.O. The product is [CH:31]1[CH:30]=[C:29]([N:35]2[CH2:40][CH2:39][N:38]([CH2:2][CH2:3][CH2:4][CH2:5][O:6][C:7]3[CH:8]=[CH:9][C:10]4[CH2:11][CH2:12][C:13](=[O:17])[NH:14][C:15]=4[CH:16]=3)[CH2:37][CH2:36]2)[C:28]([Cl:27])=[C:33]([Cl:34])[CH:32]=1. The yield is 1.60.